Dataset: Forward reaction prediction with 1.9M reactions from USPTO patents (1976-2016). Task: Predict the product of the given reaction. Given the reactants [C:1]([O:5][C:6]([N:8]1[CH2:13][CH2:12][CH2:11][CH:10]([C:14]([OH:16])=O)[CH2:9]1)=[O:7])([CH3:4])([CH3:3])[CH3:2].[Cl:17][C:18]1[CH:24]=[CH:23][C:21]([NH2:22])=[CH:20][CH:19]=1.Cl.C(N=C=NCCCN(C)C)C.C(N(C(C)C)CC)(C)C.Cl, predict the reaction product. The product is: [Cl:17][C:18]1[CH:24]=[CH:23][C:21]([NH:22][C:14]([CH:10]2[CH2:11][CH2:12][CH2:13][N:8]([C:6]([O:5][C:1]([CH3:2])([CH3:3])[CH3:4])=[O:7])[CH2:9]2)=[O:16])=[CH:20][CH:19]=1.